Dataset: Merck oncology drug combination screen with 23,052 pairs across 39 cell lines. Task: Regression. Given two drug SMILES strings and cell line genomic features, predict the synergy score measuring deviation from expected non-interaction effect. (1) Drug 1: CN1C(=O)C=CC2(C)C3CCC4(C)C(NC(=O)OCC(F)(F)F)CCC4C3CCC12. Drug 2: CC1CC2C3CCC4=CC(=O)C=CC4(C)C3(F)C(O)CC2(C)C1(O)C(=O)CO. Cell line: NCIH1650. Synergy scores: synergy=16.7. (2) Cell line: OCUBM. Synergy scores: synergy=-4.41. Drug 1: COC12C(COC(N)=O)C3=C(C(=O)C(C)=C(N)C3=O)N1CC1NC12. Drug 2: O=C(O)C1(Cc2cccc(Nc3nccs3)n2)CCC(Oc2cccc(Cl)c2F)CC1. (3) Drug 1: C=CCn1c(=O)c2cnc(Nc3ccc(N4CCN(C)CC4)cc3)nc2n1-c1cccc(C(C)(C)O)n1. Drug 2: Cn1c(=O)n(-c2ccc(C(C)(C)C#N)cc2)c2c3cc(-c4cnc5ccccc5c4)ccc3ncc21. Cell line: PA1. Synergy scores: synergy=-14.0. (4) Drug 1: C#Cc1cccc(Nc2ncnc3cc(OCCOC)c(OCCOC)cc23)c1. Drug 2: COC1CC2CCC(C)C(O)(O2)C(=O)C(=O)N2CCCCC2C(=O)OC(C(C)CC2CCC(OP(C)(C)=O)C(OC)C2)CC(=O)C(C)C=C(C)C(O)C(OC)C(=O)C(C)CC(C)C=CC=CC=C1C. Cell line: OCUBM. Synergy scores: synergy=48.5. (5) Drug 1: COc1cc(C2c3cc4c(cc3C(OC3OC5COC(C)OC5C(O)C3O)C3COC(=O)C23)OCO4)cc(OC)c1O. Drug 2: COC1=C2CC(C)CC(OC)C(O)C(C)C=C(C)C(OC(N)=O)C(OC)C=CC=C(C)C(=O)NC(=CC1=O)C2=O. Cell line: T47D. Synergy scores: synergy=27.2. (6) Drug 1: CCC1(O)CC2CN(CCc3c([nH]c4ccccc34)C(C(=O)OC)(c3cc4c(cc3OC)N(C)C3C(O)(C(=O)OC)C(OC(C)=O)C5(CC)C=CCN6CCC43C65)C2)C1. Drug 2: CCN(CC)CCNC(=O)c1c(C)[nH]c(C=C2C(=O)Nc3ccc(F)cc32)c1C. Cell line: ZR751. Synergy scores: synergy=-11.2. (7) Drug 1: CCC1(O)CC2CN(CCc3c([nH]c4ccccc34)C(C(=O)OC)(c3cc4c(cc3OC)N(C)C3C(O)(C(=O)OC)C(OC(C)=O)C5(CC)C=CCN6CCC43C65)C2)C1. Drug 2: CCc1cnn2c(NCc3ccc[n+]([O-])c3)cc(N3CCCCC3CCO)nc12. Cell line: LNCAP. Synergy scores: synergy=5.48. (8) Drug 1: O=C(CCCCCCC(=O)Nc1ccccc1)NO. Drug 2: CCc1cnn2c(NCc3ccc[n+]([O-])c3)cc(N3CCCCC3CCO)nc12. Cell line: COLO320DM. Synergy scores: synergy=-4.94. (9) Drug 2: Cc1nc(Nc2ncc(C(=O)Nc3c(C)cccc3Cl)s2)cc(N2CCN(CCO)CC2)n1. Cell line: NCIH460. Drug 1: CC1CC2C3CCC4=CC(=O)C=CC4(C)C3(F)C(O)CC2(C)C1(O)C(=O)CO. Synergy scores: synergy=-13.6. (10) Drug 1: CC1CC2C3CCC4=CC(=O)C=CC4(C)C3(F)C(O)CC2(C)C1(O)C(=O)CO. Drug 2: COC1CC2CCC(C)C(O)(O2)C(=O)C(=O)N2CCCCC2C(=O)OC(C(C)CC2CCC(OP(C)(C)=O)C(OC)C2)CC(=O)C(C)C=C(C)C(O)C(OC)C(=O)C(C)CC(C)C=CC=CC=C1C. Cell line: DLD1. Synergy scores: synergy=12.7.